Task: Predict the reaction yield, written as a fraction of the theoretical maximum amount of product (1.0 means a 100% yield; for example, 0.34 means a 34% yield).. Dataset: Reaction yield outcomes from USPTO patents with 853,638 reactions (1) The reactants are [C:1]([O:5][C:6]([N:8]1[CH2:15][CH2:14][CH2:13][C@H:9]1[C:10]([OH:12])=[O:11])=[O:7])([CH3:4])([CH3:3])[CH3:2].CCN(C(C)C)C(C)C.Br[CH2:26][C:27]([C:29]1[CH:34]=[CH:33][C:32]([N+:35]([O-:37])=[O:36])=[CH:31][CH:30]=1)=[O:28]. The catalyst is C(Cl)Cl. The product is [N:8]1([C:6]([O:5][C:1]([CH3:4])([CH3:2])[CH3:3])=[O:7])[CH2:15][CH2:14][CH2:13][C@H:9]1[C:10]([O:12][CH2:26][C:27]([C:29]1[CH:30]=[CH:31][C:32]([N+:35]([O-:37])=[O:36])=[CH:33][CH:34]=1)=[O:28])=[O:11]. The yield is 1.00. (2) The reactants are [NH:1]1[CH2:6][CH2:5][O:4][CH2:3][CH2:2]1.Cl[C:8]1[C:13](=[O:14])[N:12]([CH3:15])[CH:11]=[C:10]2[C:16](=[O:32])[N:17]([CH2:20][CH2:21][C:22]3[CH:31]=[CH:30][C:29]4[C:24](=[CH:25][CH:26]=[CH:27][CH:28]=4)[N:23]=3)[C:18](=[O:19])[C:9]=12. The catalyst is CCO. The product is [CH3:15][N:12]1[C:13](=[O:14])[C:8]([N:1]2[CH2:6][CH2:5][O:4][CH2:3][CH2:2]2)=[C:9]2[C:18](=[O:19])[N:17]([CH2:20][CH2:21][C:22]3[CH:31]=[CH:30][C:29]4[C:24](=[CH:25][CH:26]=[CH:27][CH:28]=4)[N:23]=3)[C:16](=[O:32])[C:10]2=[CH:11]1. The yield is 1.23. (3) The reactants are [CH3:1][O:2][C:3]([NH:5][C@@H:6]([CH:62]([CH3:64])[CH3:63])[C:7]([N:9]1[C@@H:13]([CH3:14])[CH2:12][CH2:11][C@H:10]1[C:15]1[NH:16][C:17]([C:20]2[CH:25]=[CH:24][C:23]([C:26]3[CH:31]=[CH:30][C:29]([C:32]4[NH:36][C:35]([C@@H:37]5[CH2:41][C@H:40]([CH2:42][O:43][CH3:44])[CH2:39][N:38]5[C:45](=[O:61])[C@H:46]([NH:53]C(=O)OC(C)(C)C)[C:47]5[CH:52]=[CH:51][CH:50]=[CH:49][CH:48]=5)=[N:34][CH:33]=4)=[CH:28][CH:27]=3)=[CH:22][CH:21]=2)=[CH:18][N:19]=1)=[O:8])=[O:4].Cl.[CH:66]1([C:69]([OH:71])=O)[CH2:68][CH2:67]1.CCOC(C(C#N)=NOC(N1CCOCC1)=[N+](C)C)=O.F[P-](F)(F)(F)(F)F.CCN(C(C)C)C(C)C. The catalyst is C(Cl)Cl.CO.CCOC(C)=O.CN(C=O)C.CO. The product is [CH:66]1([C:69]([NH:53][C@H:46]([C:47]2[CH:48]=[CH:49][CH:50]=[CH:51][CH:52]=2)[C:45]([N:38]2[CH2:39][C@@H:40]([CH2:42][O:43][CH3:44])[CH2:41][C@H:37]2[C:35]2[NH:36][C:32]([C:29]3[CH:28]=[CH:27][C:26]([C:23]4[CH:22]=[CH:21][C:20]([C:17]5[NH:16][C:15]([C@@H:10]6[CH2:11][CH2:12][C@H:13]([CH3:14])[N:9]6[C:7](=[O:8])[C@@H:6]([NH:5][C:3](=[O:4])[O:2][CH3:1])[CH:62]([CH3:64])[CH3:63])=[N:19][CH:18]=5)=[CH:25][CH:24]=4)=[CH:31][CH:30]=3)=[CH:33][N:34]=2)=[O:61])=[O:71])[CH2:68][CH2:67]1. The yield is 0.130. (4) The product is [CH2:1]([N:8]1[CH2:14][C:13]2[N:15]=[CH:16][C:17]([N:23]3[CH2:24][CH2:25][O:26][CH2:27][C@H:22]3[CH3:21])=[N:18][C:12]=2[O:11][C@@H:10]([CH3:20])[CH2:9]1)[C:2]1[CH:7]=[CH:6][CH:5]=[CH:4][CH:3]=1. The reactants are [CH2:1]([N:8]1[CH2:14][C:13]2[N:15]=[CH:16][C:17](Cl)=[N:18][C:12]=2[O:11][C@@H:10]([CH3:20])[CH2:9]1)[C:2]1[CH:7]=[CH:6][CH:5]=[CH:4][CH:3]=1.[CH3:21][C@@H:22]1[CH2:27][O:26][CH2:25][CH2:24][NH:23]1.CC(C1C=C(C(C)C)C(C2C=CC=CC=2P(C2CCCCC2)C2CCCCC2)=C(C(C)C)C=1)C.CC(C)([O-])C.[Na+]. The yield is 0.610. The catalyst is C1(C)C=CC=CC=1.C1C=CC(/C=C/C(/C=C/C2C=CC=CC=2)=O)=CC=1.C1C=CC(/C=C/C(/C=C/C2C=CC=CC=2)=O)=CC=1.C1C=CC(/C=C/C(/C=C/C2C=CC=CC=2)=O)=CC=1.[Pd].[Pd].O. (5) The reactants are [N:1]12[CH2:8][CH2:7][CH:4]([CH2:5][CH2:6]1)[C@@H:3]([NH:9][C:10]([C:12]1[C:16]3[CH:17]=[C:18](Br)[CH:19]=[CH:20][C:15]=3[S:14][N:13]=1)=[O:11])[CH2:2]2.[C:22](=[O:25])(O)[O-].[Cs+].C1(P(C2CCCCC2)C2C=CC=CC=2[C:40]2C=CC=C[C:41]=2[N:46](C)[CH3:47])CCCCC1. The catalyst is C1C=CC(/C=C/C(/C=C/C2C=CC=CC=2)=O)=CC=1.C1C=CC(/C=C/C(/C=C/C2C=CC=CC=2)=O)=CC=1.C1C=CC(/C=C/C(/C=C/C2C=CC=CC=2)=O)=CC=1.[Pd].[Pd]. The product is [N:1]12[CH2:8][CH2:7][CH:4]([CH2:5][CH2:6]1)[C@@H:3]([NH:9][C:10]([C:12]1[C:16]3[CH:17]=[CH:18][C:19]([N:46]4[CH2:47][CH2:22][O:25][CH2:40][CH2:41]4)=[CH:20][C:15]=3[S:14][N:13]=1)=[O:11])[CH2:2]2. The yield is 0.340.